This data is from Catalyst prediction with 721,799 reactions and 888 catalyst types from USPTO. The task is: Predict which catalyst facilitates the given reaction. (1) Reactant: [NH2:1][C:2]1[CH:7]=[CH:6][CH:5]=[CH:4][C:3]=1[C:8](=[O:10])[CH3:9].[Cl:11][C:12]1[CH:17]=[CH:16][C:15]([Mg]Br)=[CH:14][CH:13]=1.C1N=CN([C:25](N2C=NC=C2)=[O:26])C=1.Cl. Product: [Cl:11][C:12]1[CH:17]=[CH:16][C:15]([C:8]2([CH3:9])[C:3]3[CH:4]=[CH:5][CH:6]=[CH:7][C:2]=3[NH:1][C:25](=[O:26])[O:10]2)=[CH:14][CH:13]=1. The catalyst class is: 116. (2) Reactant: [N+:1]([C:4]1[N:9]=[CH:8][C:7]([N:10]2[CH2:15][CH2:14][NH:13][CH2:12][CH2:11]2)=[CH:6][CH:5]=1)([O-:3])=[O:2].[OH:16][CH2:17][C:18](O)=[O:19].C(N(CC)C(C)C)(C)C.F[P-](F)(F)(F)(F)F.N1(O[P+](N2CCCC2)(N2CCCC2)N2CCCC2)C2C=CC=CC=2N=N1. Product: [OH:19][CH2:18][C:17]([N:13]1[CH2:12][CH2:11][N:10]([C:7]2[CH:8]=[N:9][C:4]([N+:1]([O-:3])=[O:2])=[CH:5][CH:6]=2)[CH2:15][CH2:14]1)=[O:16]. The catalyst class is: 13. (3) Reactant: [NH2:1][C:2]1[N:7]=[C:6]([Cl:8])[C:5]([C:9]#[N:10])=[C:4]([S:11][CH3:12])[N:3]=1.C1(C2[O:21]N2S(C2C=CC=CC=2)(=O)=O)C=CC=CC=1. Product: [NH2:1][C:2]1[N:7]=[C:6]([Cl:8])[C:5]([C:9]#[N:10])=[C:4]([S:11]([CH3:12])=[O:21])[N:3]=1. The catalyst class is: 139.